From a dataset of NCI-60 drug combinations with 297,098 pairs across 59 cell lines. Regression. Given two drug SMILES strings and cell line genomic features, predict the synergy score measuring deviation from expected non-interaction effect. (1) Drug 1: C1C(C(OC1N2C=C(C(=O)NC2=O)F)CO)O. Drug 2: CCN(CC)CCCC(C)NC1=C2C=C(C=CC2=NC3=C1C=CC(=C3)Cl)OC. Cell line: CCRF-CEM. Synergy scores: CSS=67.8, Synergy_ZIP=-9.71, Synergy_Bliss=-7.42, Synergy_Loewe=-10.9, Synergy_HSA=-3.48. (2) Drug 1: CC1OCC2C(O1)C(C(C(O2)OC3C4COC(=O)C4C(C5=CC6=C(C=C35)OCO6)C7=CC(=C(C(=C7)OC)O)OC)O)O. Drug 2: C1=CN(C=N1)CC(O)(P(=O)(O)O)P(=O)(O)O. Cell line: SF-539. Synergy scores: CSS=8.10, Synergy_ZIP=-11.9, Synergy_Bliss=-20.8, Synergy_Loewe=-28.8, Synergy_HSA=-18.5.